Dataset: Full USPTO retrosynthesis dataset with 1.9M reactions from patents (1976-2016). Task: Predict the reactants needed to synthesize the given product. Given the product [CH3:1][C:2]1([CH3:31])[NH:3][CH2:4][CH2:5][N:6]([CH2:8][C:9]2[N:13]([C:14]3[CH:19]=[CH:18][CH:17]=[C:16]([C:20]([F:23])([F:21])[F:22])[CH:15]=3)[N:12]=[N:11][N:10]=2)[CH2:7]1, predict the reactants needed to synthesize it. The reactants are: [CH3:1][C:2]1([CH3:31])[CH2:7][N:6]([CH2:8][C:9]2[N:13]([C:14]3[CH:19]=[CH:18][CH:17]=[C:16]([C:20]([F:23])([F:22])[F:21])[CH:15]=3)[N:12]=[N:11][N:10]=2)[CH2:5][CH2:4][N:3]1C(OC(C)(C)C)=O.Cl.O1CCOCC1.